From a dataset of Catalyst prediction with 721,799 reactions and 888 catalyst types from USPTO. Predict which catalyst facilitates the given reaction. Product: [CH3:20][NH:21][CH2:16][C:15]1[CH:18]=[CH:19][C:12]([O:11][C:9]2[CH:8]=[CH:7][C:6]3[B:2]([OH:1])[O:3][CH2:4][C:5]=3[CH:10]=2)=[CH:13][CH:14]=1. The catalyst class is: 5. Reactant: [OH:1][B:2]1[C:6]2[CH:7]=[CH:8][C:9]([O:11][C:12]3[CH:19]=[CH:18][C:15]([CH:16]=O)=[CH:14][CH:13]=3)=[CH:10][C:5]=2[CH2:4][O:3]1.[CH3:20][NH:21]C.[BH4-].[Na+].Cl.